From a dataset of Full USPTO retrosynthesis dataset with 1.9M reactions from patents (1976-2016). Predict the reactants needed to synthesize the given product. (1) The reactants are: [NH2:1][C:2]1[N:3]([C:10]2[C:15]([Cl:16])=[CH:14][C:13]([Br:17])=[CH:12][C:11]=2[Br:18])[CH:4]=[C:5]([CH3:9])[C:6]=1[C:7]#[N:8].[C:19](OC(=O)C)(=[O:21])[CH3:20].O. Given the product [C:7]([C:6]1[C:5]([CH3:9])=[CH:4][N:3]([C:10]2[C:15]([Cl:16])=[CH:14][C:13]([Br:17])=[CH:12][C:11]=2[Br:18])[C:2]=1[NH:1][C:19](=[O:21])[CH3:20])#[N:8], predict the reactants needed to synthesize it. (2) Given the product [Cl:1][C:2]1[CH:3]=[C:4]([CH:5]=[CH:6][CH:7]=1)[CH2:8][NH:9][CH2:10][CH2:11][CH2:12][CH3:13], predict the reactants needed to synthesize it. The reactants are: [Cl:1][C:2]1[CH:3]=[C:4]([CH2:8][NH2:9])[CH:5]=[CH:6][CH:7]=1.[CH:10](=O)[CH2:11][CH2:12][CH3:13].